Predict the reaction yield, written as a fraction of the theoretical maximum amount of product (1.0 means a 100% yield; for example, 0.34 means a 34% yield). From a dataset of Reaction yield outcomes from USPTO patents with 853,638 reactions. The reactants are Br[C:2]1[N:7]=[N:6][C:5]([NH2:8])=[N:4][C:3]=1[C:9]1[CH:14]=[CH:13][CH:12]=[C:11]([O:15][CH3:16])[CH:10]=1.[Cl:17][C:18]1[CH:19]=[C:20](B(O)O)[CH:21]=[CH:22][CH:23]=1. No catalyst specified. The product is [Cl:17][C:18]1[CH:23]=[C:22]([C:2]2[N:7]=[N:6][C:5]([NH2:8])=[N:4][C:3]=2[C:9]2[CH:14]=[CH:13][CH:12]=[C:11]([O:15][CH3:16])[CH:10]=2)[CH:21]=[CH:20][CH:19]=1. The yield is 0.0900.